This data is from Reaction yield outcomes from USPTO patents with 853,638 reactions. The task is: Predict the reaction yield, written as a fraction of the theoretical maximum amount of product (1.0 means a 100% yield; for example, 0.34 means a 34% yield). (1) The reactants are FC(F)(F)C(O)=O.C(OC(=O)[NH:14][C:15]1[CH:20]=[CH:19][N:18]2[CH:21]=[C:22]([C:24]3[CH:29]=[CH:28][CH:27]=[CH:26][CH:25]=3)[N:23]=[C:17]2[CH:16]=1)(C)(C)C. The catalyst is C(Cl)Cl. The product is [C:24]1([C:22]2[N:23]=[C:17]3[CH:16]=[C:15]([NH2:14])[CH:20]=[CH:19][N:18]3[CH:21]=2)[CH:25]=[CH:26][CH:27]=[CH:28][CH:29]=1. The yield is 0.730. (2) The reactants are Cl[C:2]1[N:7]=[C:6]([Cl:8])[CH:5]=[CH:4][N:3]=1.[CH3:9][C:10]([CH3:13])([O-:12])[CH3:11].[K+].C(OCC)(=O)C. The catalyst is C(O)(C)(C)C. The product is [C:10]([O:12][C:2]1[N:7]=[C:6]([Cl:8])[CH:5]=[CH:4][N:3]=1)([CH3:13])([CH3:11])[CH3:9]. The yield is 0.160. (3) The reactants are [CH3:1][C:2]1[O:6][N:5]=[C:4]([C:7]2[CH:12]=[CH:11][CH:10]=[CH:9][CH:8]=2)[C:3]=1[C:13]([NH:15][NH2:16])=[O:14].[N+:17]([C:20]1[CH:28]=[CH:27][C:23]([C:24](O)=O)=[CH:22][CH:21]=1)([O-:19])=[O:18]. No catalyst specified. The product is [CH3:1][C:2]1[O:6][N:5]=[C:4]([C:7]2[CH:12]=[CH:11][CH:10]=[CH:9][CH:8]=2)[C:3]=1[C:13]1[O:14][C:24]([C:23]2[CH:27]=[CH:28][C:20]([N+:17]([O-:19])=[O:18])=[CH:21][CH:22]=2)=[N:16][N:15]=1. The yield is 0.500.